Dataset: Forward reaction prediction with 1.9M reactions from USPTO patents (1976-2016). Task: Predict the product of the given reaction. (1) The product is: [F:1][C:2]1[CH:3]=[CH:4][C:5]([O:11][CH3:12])=[C:6]([CH2:8][CH2:9][N:10]=[CH:13][C:15]2[CH:24]=[CH:23][C:18]([C:19]([O:21][CH3:22])=[O:20])=[CH:17][CH:16]=2)[CH:7]=1. Given the reactants [F:1][C:2]1[CH:3]=[CH:4][C:5]([O:11][CH3:12])=[C:6]([CH2:8][CH2:9][NH2:10])[CH:7]=1.[CH:13]([C:15]1[CH:24]=[CH:23][C:18]([C:19]([O:21][CH3:22])=[O:20])=[CH:17][CH:16]=1)=O, predict the reaction product. (2) Given the reactants [Cl:1][C:2]1[CH:3]=[C:4]([C:9](=O)[C:10]([F:13])([F:12])[F:11])[CH:5]=[C:6]([Cl:8])[CH:7]=1.[C:15]([C:18]1[CH:19]=[CH:20][C:21]([F:26])=[C:22]([CH:25]=1)[C:23]#[N:24])(=[O:17])[CH3:16].C(=O)([O-])[O-].[K+].[K+], predict the reaction product. The product is: [Cl:1][C:2]1[CH:3]=[C:4]([C:9]([C:10]([F:13])([F:12])[F:11])=[CH:16][C:15]([C:18]2[CH:19]=[CH:20][C:21]([F:26])=[C:22]([CH:25]=2)[C:23]#[N:24])=[O:17])[CH:5]=[C:6]([Cl:8])[CH:7]=1. (3) Given the reactants [Br:1][C:2]1[N:3]=[C:4]([CH:7]2[CH2:12][CH2:11][N:10]([C:13]([O:15][C:16]([CH3:19])([CH3:18])[CH3:17])=[O:14])[CH2:9][CH2:8]2)[NH:5][CH:6]=1.Br[CH2:21][CH2:22][O:23]C1CCCCO1, predict the reaction product. The product is: [Br:1][C:2]1[N:3]=[C:4]([CH:7]2[CH2:8][CH2:9][N:10]([C:13]([O:15][C:16]([CH3:19])([CH3:18])[CH3:17])=[O:14])[CH2:11][CH2:12]2)[N:5]([CH2:21][CH2:22][OH:23])[CH:6]=1. (4) Given the reactants [F:1][C:2]1[CH:7]=[CH:6][CH:5]=[CH:4][C:3]=1[OH:8].Br[C:10]1[CH:15]=[CH:14][C:13]([Br:16])=[CH:12][N:11]=1.CN(C)C=O.[H-].[Na+], predict the reaction product. The product is: [Br:16][C:13]1[CH:14]=[CH:15][C:10]([O:8][C:3]2[CH:4]=[CH:5][CH:6]=[CH:7][C:2]=2[F:1])=[N:11][CH:12]=1. (5) Given the reactants [NH2:1][C:2]1[C:14]2[C:13]3[C:12]4[CH:15]=[CH:16][C:17]([N:19]5[CH2:24][CH2:23][N:22](C(OC(C)(C)C)=O)[CH2:21][CH2:20]5)=[CH:18][C:11]=4[NH:10][C:9](=[O:32])[C:8]=3[C:7]([C:33]3[CH:38]=[CH:37][C:36]([O:39]C)=[CH:35][CH:34]=3)=[N:6][C:5]=2[NH:4][N:3]=1.B(Br)(Br)[Br:42].CO, predict the reaction product. The product is: [BrH:42].[NH2:1][C:2]1[C:14]2[C:13]3[C:12]4[CH:15]=[CH:16][C:17]([N:19]5[CH2:20][CH2:21][NH:22][CH2:23][CH2:24]5)=[CH:18][C:11]=4[NH:10][C:9](=[O:32])[C:8]=3[C:7]([C:33]3[CH:38]=[CH:37][C:36]([OH:39])=[CH:35][CH:34]=3)=[N:6][C:5]=2[NH:4][N:3]=1. (6) Given the reactants C(=O)=O.[Cl:4][C:5]1[CH:10]=[CH:9][C:8]([CH:11]2[C:15]3[N:16]([CH:20]([CH3:22])[CH3:21])[C:17]([CH3:19])=[N:18][C:14]=3[C:13](=[O:23])[N:12]2[C:24]2[CH:33]=[C:32]([CH3:34])[C:27]3[N:28]=[N:29][N:30]([CH3:31])[C:26]=3[CH:25]=2)=[CH:7][CH:6]=1, predict the reaction product. The product is: [Cl:4][C:5]1[CH:6]=[CH:7][C:8]([C@H:11]2[C:15]3[N:16]([CH:20]([CH3:22])[CH3:21])[C:17]([CH3:19])=[N:18][C:14]=3[C:13](=[O:23])[N:12]2[C:24]2[CH:33]=[C:32]([CH3:34])[C:27]3[N:28]=[N:29][N:30]([CH3:31])[C:26]=3[CH:25]=2)=[CH:9][CH:10]=1. (7) The product is: [CH2:1]([O:4][C:5]([NH:7][C@H:8]([CH:18]=[O:19])[CH2:9][CH2:10][C:11](=[N:25][NH:26][C:27]([NH2:29])=[O:28])[O:13][C:14]([CH3:17])([CH3:16])[CH3:15])=[O:6])[CH:2]=[CH2:3]. Given the reactants [CH2:1]([O:4][C:5]([NH:7][C@H:8]([CH:18]=[O:19])[CH2:9][CH2:10][C:11]([O:13][C:14]([CH3:17])([CH3:16])[CH3:15])=O)=[O:6])[CH:2]=[CH2:3].C([O-])(=O)C.[Na+].[NH2:25][NH:26][C:27]([NH2:29])=[O:28], predict the reaction product. (8) Given the reactants [CH3:1][O:2][C:3](=[O:12])[C:4]1[CH:9]=[C:8]([I:10])[C:7](O)=[N:6][CH:5]=1.P(Cl)(Cl)([Cl:15])=O.CO.O, predict the reaction product. The product is: [CH3:1][O:2][C:3](=[O:12])[C:4]1[CH:9]=[C:8]([I:10])[C:7]([Cl:15])=[N:6][CH:5]=1.